Predict which catalyst facilitates the given reaction. From a dataset of Catalyst prediction with 721,799 reactions and 888 catalyst types from USPTO. (1) Reactant: CS[C:3]1[N:8]=[C:7]([NH:9][CH2:10][C:11]2[CH:16]=[CH:15][C:14]([O:17][CH3:18])=[C:13]([Cl:19])[CH:12]=2)[C:6]([C:20](=[O:29])[NH:21][CH2:22][C:23]2[CH:28]=[CH:27][CH:26]=[CH:25][N:24]=2)=[CH:5][N:4]=1.ClC1C=CC=C(C(OO)=O)C=1.[NH:41]1[CH2:46][CH2:45][NH:44][CH2:43][CH2:42]1.C(OCC)(=O)C. Product: [N:41]1([C:3]2[N:8]=[C:7]([NH:9][CH2:10][C:11]3[CH:16]=[CH:15][C:14]([O:17][CH3:18])=[C:13]([Cl:19])[CH:12]=3)[C:6]([C:20](=[O:29])[NH:21][CH2:22][C:23]3[CH:28]=[CH:27][CH:26]=[CH:25][N:24]=3)=[CH:5][N:4]=2)[CH2:46][CH2:45][NH:44][CH2:43][CH2:42]1. The catalyst class is: 22. (2) Reactant: [Na].[C:2]1([CH2:8][SH:9])[CH:7]=[CH:6][CH:5]=[CH:4][CH:3]=1.[Cl:10][C:11]1[C:16](I)=[CH:15][N:14]=[C:13]([NH2:18])[CH:12]=1. Product: [CH2:8]([S:9][C:16]1[C:11]([Cl:10])=[CH:12][C:13]([NH2:18])=[N:14][CH:15]=1)[C:2]1[CH:7]=[CH:6][CH:5]=[CH:4][CH:3]=1. The catalyst class is: 5. (3) Reactant: Cl[C:2]([O:4][CH2:5][C:6]1[CH:11]=[CH:10][C:9]([N+:12]([O-:14])=[O:13])=[CH:8][CH:7]=1)=[O:3].Cl.[NH2:16][CH2:17][CH:18]1[CH2:23][CH2:22][CH:21]([C:24]([N:26]2[CH2:35][C:34]3[CH:33]=[N:32][N:31]([CH3:36])[C:30]=3[NH:29][C:28]3[CH:37]=[C:38]([CH3:41])[CH:39]=[CH:40][C:27]2=3)=[O:25])[CH2:20][CH2:19]1. Product: [N+:12]([C:9]1[CH:10]=[CH:11][C:6]([CH2:5][O:4][C:2](=[O:3])[NH:16][CH2:17][CH:18]2[CH2:23][CH2:22][CH:21]([C:24]([N:26]3[CH2:35][C:34]4[CH:33]=[N:32][N:31]([CH3:36])[C:30]=4[NH:29][C:28]4[CH:37]=[C:38]([CH3:41])[CH:39]=[CH:40][C:27]3=4)=[O:25])[CH2:20][CH2:19]2)=[CH:7][CH:8]=1)([O-:14])=[O:13]. The catalyst class is: 236. (4) Reactant: CC(C)([O-])C.[K+].[CH3:7][C:8]([CH2:19][CH2:20][CH:21]=[C:22]([CH3:24])[CH3:23])=[CH:9][CH2:10]P(OCC)(=O)OCC.[CH3:25][CH:26]([CH:29]([O:33][CH2:34][CH3:35])[O:30][CH2:31][CH3:32])[CH:27]=O.O. Product: [CH3:25][CH:26]([CH:27]=[CH:10][CH:9]=[C:8]([CH3:7])[CH2:19][CH2:20][CH:21]=[C:22]([CH3:24])[CH3:23])[CH:29]([O:33][CH2:34][CH3:35])[O:30][CH2:31][CH3:32]. The catalyst class is: 365. (5) Reactant: [CH2:1]([NH:8][C:9]([C:11]1[S:15][C:14]([NH:16][C:17]([N:19]([CH2:28][CH:29](OC)[O:30]C)[CH2:20][C:21]2[CH:26]=[CH:25][C:24]([F:27])=[CH:23][CH:22]=2)=[O:18])=[N:13][C:12]=1[CH3:34])=[O:10])[C:2]1[CH:7]=[CH:6][CH:5]=[CH:4][CH:3]=1.O.FC(F)(F)C(O)=O. Product: [CH2:1]([NH:8][C:9]([C:11]1[S:15][C:14]([N:16]2[CH:29]([OH:30])[CH2:28][N:19]([CH2:20][C:21]3[CH:26]=[CH:25][C:24]([F:27])=[CH:23][CH:22]=3)[C:17]2=[O:18])=[N:13][C:12]=1[CH3:34])=[O:10])[C:2]1[CH:7]=[CH:6][CH:5]=[CH:4][CH:3]=1. The catalyst class is: 7. (6) Reactant: [H-].[Na+].[Si:3]([O:10][C@@H:11]1[C@H:15]([CH2:16][O:17][Si:18]([C:21]([CH3:24])([CH3:23])[CH3:22])([CH3:20])[CH3:19])[CH2:14][C@@H:13]([OH:25])[CH2:12]1)([C:6]([CH3:9])([CH3:8])[CH3:7])([CH3:5])[CH3:4].Cl[C:27]1[N:35]=[CH:34][N:33]=[C:32]2[C:28]=1[N:29]=[CH:30][N:31]2[CH:36]1[CH2:41][CH2:40][CH2:39][CH2:38][O:37]1. Product: [Si:3]([O:10][C@@H:11]1[C@H:15]([CH2:16][O:17][Si:18]([C:21]([CH3:24])([CH3:23])[CH3:22])([CH3:19])[CH3:20])[CH2:14][C@@H:13]([O:25][C:27]2[N:35]=[CH:34][N:33]=[C:32]3[C:28]=2[N:29]=[CH:30][N:31]3[CH:36]2[CH2:41][CH2:40][CH2:39][CH2:38][O:37]2)[CH2:12]1)([C:6]([CH3:9])([CH3:8])[CH3:7])([CH3:5])[CH3:4]. The catalyst class is: 3. (7) Reactant: C(OC([N:8]1[C:16]2[C:11](=[CH:12][C:13]([CH2:17][N:18]3[CH2:23][CH2:22][N:21](C(OC(C)(C)C)=O)[CH2:20][CH2:19]3)=[CH:14][CH:15]=2)[CH:10]=[C:9]1[C:31]1[C:32](=[O:60])[N:33](COCC[Si](C)(C)C)[CH:34]=[C:35]([C:37](=[O:51])[NH:38][C:39]2[CH:40]=[N:41][N:42]([CH2:44][C:45]3[CH:50]=[CH:49][CH:48]=[CH:47][CH:46]=3)[CH:43]=2)[CH:36]=1)=O)(C)(C)C.Cl.N. Product: [CH2:44]([N:42]1[CH:43]=[C:39]([NH:38][C:37]([C:35]2[CH:36]=[C:31]([C:9]3[NH:8][C:16]4[C:11]([CH:10]=3)=[CH:12][C:13]([CH2:17][N:18]3[CH2:19][CH2:20][NH:21][CH2:22][CH2:23]3)=[CH:14][CH:15]=4)[C:32](=[O:60])[NH:33][CH:34]=2)=[O:51])[CH:40]=[N:41]1)[C:45]1[CH:50]=[CH:49][CH:48]=[CH:47][CH:46]=1. The catalyst class is: 5. (8) Reactant: [Cl:1][CH:2]=[C:3]([Cl:5])Cl.[Br:6][C:7]1[C:8]([OH:15])=[C:9]([CH:12]=[CH:13][CH:14]=1)[CH:10]=[O:11].C([O-])([O-])=O.[K+].[K+]. Product: [Br:6][C:7]1[C:8]([O:15]/[C:3](/[Cl:5])=[CH:2]/[Cl:1])=[C:9]([CH:12]=[CH:13][CH:14]=1)[CH:10]=[O:11]. The catalyst class is: 3. (9) Reactant: C([O:3][C:4](=[O:51])[CH2:5][CH:6]1[CH2:11][CH2:10][CH2:9][N:8]([C:12]2[N:13]=[C:14]3[CH:38]=[C:37]([C:39]([NH:41][C:42]4[S:43][CH:44]=[C:45]([C:47]([CH3:50])([CH3:49])[CH3:48])[N:46]=4)=[O:40])[CH:36]=[CH:35][N:15]3[C:16](=[O:34])[C:17]=2/[CH:18]=[CH:19]/[C:20]2[N:24]([CH2:25][C:26]3[CH:31]=[CH:30][C:29]([O:32][CH3:33])=[CH:28][CH:27]=3)[N:23]=[N:22][N:21]=2)[CH2:7]1)C.[OH-].[Na+].Cl. Product: [C:47]([C:45]1[N:46]=[C:42]([NH:41][C:39]([C:37]2[CH:36]=[CH:35][N:15]3[C:16](=[O:34])[C:17](/[CH:18]=[CH:19]/[C:20]4[N:24]([CH2:25][C:26]5[CH:31]=[CH:30][C:29]([O:32][CH3:33])=[CH:28][CH:27]=5)[N:23]=[N:22][N:21]=4)=[C:12]([N:8]4[CH2:9][CH2:10][CH2:11][CH:6]([CH2:5][C:4]([OH:51])=[O:3])[CH2:7]4)[N:13]=[C:14]3[CH:38]=2)=[O:40])[S:43][CH:44]=1)([CH3:50])([CH3:48])[CH3:49]. The catalyst class is: 220. (10) Reactant: [ClH:1].[CH:2]1([C:5](=[O:32])[CH:6]([N:14]2[CH2:19][CH2:18][CH:17]([SH:20])/[C:16](=[CH:21]/[C:22]3[N:23]=[N:24][N:25]([CH2:27][C:28]([O:30]C)=[O:29])[N:26]=3)/[CH2:15]2)[C:7]2[CH:12]=[CH:11][CH:10]=[CH:9][C:8]=2[F:13])[CH2:4][CH2:3]1. Product: [ClH:1].[C:28]([CH2:27][N:25]1[N:24]=[N:23][C:22](/[CH:21]=[C:16]2\[CH2:15][N:14]([CH:6]([C:7]3[CH:12]=[CH:11][CH:10]=[CH:9][C:8]=3[F:13])[C:5]([CH:2]3[CH2:3][CH2:4]3)=[O:32])[CH2:19][CH2:18][CH:17]\2[SH:20])=[N:26]1)([OH:30])=[O:29]. The catalyst class is: 10.